Dataset: Reaction yield outcomes from USPTO patents with 853,638 reactions. Task: Predict the reaction yield, written as a fraction of the theoretical maximum amount of product (1.0 means a 100% yield; for example, 0.34 means a 34% yield). (1) The reactants are FC(F)(F)S(O[C:7]1[C:12]([C:13]#[N:14])=[C:11]([CH3:15])[C:10]([Br:16])=[C:9]([CH:17]2[CH2:19][CH2:18]2)[N:8]=1)(=O)=O.[CH3:22][C@@H:23]1[CH2:28][NH:27][CH2:26][CH2:25][NH:24]1.CCN(CC)CC. The catalyst is C1COCC1. The yield is 0.800. The product is [Br:16][C:10]1[C:9]([CH:17]2[CH2:19][CH2:18]2)=[N:8][C:7]([N:27]2[CH2:26][CH2:25][NH:24][C@H:23]([CH3:22])[CH2:28]2)=[C:12]([C:11]=1[CH3:15])[C:13]#[N:14]. (2) The reactants are FC(F)(F)C(O)=O.[Cl:8][C:9]1[CH:10]=[CH:11][C:12]([O:23][CH3:24])=[C:13]([C:15]2[CH:20]=[C:19]([NH2:21])[N:18]=[C:17]([NH2:22])[CH:16]=2)[CH:14]=1.[CH:25]([C:27]1[CH:32]=[CH:31][C:30](B(O)O)=[CH:29][CH:28]=1)=[O:26]. No catalyst specified. The product is [NH2:22][C:17]1[N:18]=[C:19]([NH:21][C:30]2[CH:31]=[CH:32][C:27]([CH:25]=[O:26])=[CH:28][CH:29]=2)[CH:20]=[C:15]([C:13]2[CH:14]=[C:9]([Cl:8])[CH:10]=[CH:11][C:12]=2[O:23][CH3:24])[CH:16]=1. The yield is 0.220. (3) The catalyst is C(OCC)(=O)C. The product is [CH:32]([C:26]1[Se:25][C:24]([C:21]2[Se:20][C:19]([C:15]3[Se:14][C:10]([CH:11]=[O:12])=[CH:9][CH:13]=3)=[CH:23][CH:22]=2)=[CH:28][CH:27]=1)=[O:33]. The yield is 0.750. The reactants are [Li+].CC([N-]C(C)C)C.[CH2:9]1[CH2:13][O:12][CH2:11][CH2:10]1.[Se:14]1C=CC=[C:15]1[C:19]1[Se:20][C:21]([C:24]2[Se:25][CH:26]=[CH:27][CH:28]=2)=[CH:22][CH:23]=1.CN([CH:32]=[O:33])C. (4) The reactants are [CH:1]1([N:6]2[C:10]3[N:11]=[C:12]([NH:15][C:16]4[CH:24]=[CH:23][C:19]([C:20]([OH:22])=O)=[CH:18][N:17]=4)[N:13]=[CH:14][C:9]=3[CH:8]=[C:7]2[C:25](=[O:29])[N:26]([CH3:28])[CH3:27])[CH2:5][CH2:4][CH2:3][CH2:2]1.[Li+].[Cl-].[CH3:32][C:33]12[CH:41]([OH:42])[C:37]([CH3:43])([CH2:38][NH:39][CH2:40]1)[CH2:36][N:35]([CH3:44])[CH2:34]2. No catalyst specified. The product is [CH:1]1([N:6]2[C:10]3[N:11]=[C:12]([NH:15][C:16]4[CH:24]=[CH:23][C:19]([C:20]([N:39]5[CH2:40][C:33]6([CH3:32])[CH:41]([OH:42])[C:37]([CH3:43])([CH2:36][N:35]([CH3:44])[CH2:34]6)[CH2:38]5)=[O:22])=[CH:18][N:17]=4)[N:13]=[CH:14][C:9]=3[CH:8]=[C:7]2[C:25]([N:26]([CH3:28])[CH3:27])=[O:29])[CH2:5][CH2:4][CH2:3][CH2:2]1. The yield is 0.680. (5) The reactants are [CH3:1][O:2][C:3](=[O:38])[NH:4][C@H:5]([C:9]([N:11]1[CH2:15][C@@H:14]([C:16]#[N:17])[CH2:13][C@H:12]1[C:18]1[NH:19][CH:20]=[C:21]([C:23]2[CH:28]=[CH:27][C:26](B3OC(C)(C)C(C)(C)O3)=[CH:25][CH:24]=2)[N:22]=1)=[O:10])[CH:6]([CH3:8])[CH3:7].[C:39]([O:43][C:44]([N:46]1[CH2:51][CH2:50][N:49]([C:52]2[CH:57]=[CH:56][C:55]([C:58](=[O:73])[NH:59][C:60]3[CH:65]=[C:64]([O:66][C:67]([F:70])([F:69])[F:68])[C:63](Br)=[CH:62][C:61]=3[Cl:72])=[CH:54][N:53]=2)[C@H:48]([CH3:74])[CH2:47]1)=[O:45])([CH3:42])([CH3:41])[CH3:40].C(=O)([O-])[O-].[K+].[K+].O. The catalyst is C1(C)C=CC=CC=1. The product is [C:39]([O:43][C:44]([N:46]1[CH2:51][CH2:50][N:49]([C:52]2[CH:57]=[CH:56][C:55]([C:58](=[O:73])[NH:59][C:60]3[C:61]([Cl:72])=[CH:62][C:63]([C:26]4[CH:27]=[CH:28][C:23]([C:21]5[N:22]=[C:18]([C@@H:12]6[CH2:13][C@H:14]([C:16]#[N:17])[CH2:15][N:11]6[C:9](=[O:10])[C@@H:5]([NH:4][C:3]([O:2][CH3:1])=[O:38])[CH:6]([CH3:7])[CH3:8])[NH:19][CH:20]=5)=[CH:24][CH:25]=4)=[C:64]([O:66][C:67]([F:70])([F:69])[F:68])[CH:65]=3)=[CH:54][N:53]=2)[C@H:48]([CH3:74])[CH2:47]1)=[O:45])([CH3:42])([CH3:40])[CH3:41]. The yield is 0.0600. (6) The reactants are COC1C=[C:5]2[C:10](=[CH:11][CH:12]=1)[C:9]([O:13][C:14]1[CH:19]=[CH:18][C:17]([O:20][CH2:21][CH2:22][N:23]3[CH2:28][CH2:27][CH2:26][CH2:25][CH2:24]3)=[CH:16][CH:15]=1)=[C:8]([O:29][S:30]([C:33]([F:36])([F:35])[F:34])(=[O:32])=[O:31])[CH:7]=[CH:6]2.Cl.CCOCC.B(Br)(Br)Br.C(=O)(O)[O-].[Na+].C(N(CC)C(C)C)(C)C.[C:61]([O:64][C:65](=O)[CH3:66])(=[O:63])[CH3:62]. The catalyst is C(Cl)Cl.CN(C)C1C=CN=CC=1. The product is [N:23]1([CH2:22][CH2:21][O:20][C:17]2[CH:16]=[CH:15][C:14]([O:13][C:9]3[C:8]([O:29][S:30]([C:33]([F:36])([F:34])[F:35])(=[O:32])=[O:31])=[CH:7][CH:6]=[C:5]4[C:10]=3[CH:11]=[CH:12][C:65]([O:64][C:61](=[O:63])[CH3:62])=[CH:66]4)=[CH:19][CH:18]=2)[CH2:28][CH2:27][CH2:26][CH2:25][CH2:24]1. The yield is 1.00. (7) The reactants are [C:1]1([C:7](=[N:14][CH2:15][C:16]([O:18][C:19]([CH3:22])([CH3:21])[CH3:20])=[O:17])[C:8]2[CH:13]=[CH:12][CH:11]=[CH:10][CH:9]=2)[CH:6]=[CH:5][CH:4]=[CH:3][CH:2]=1.C=CCO[C@H](C1C2C(=CC=CC=2)N=CC=1)[C@H]1[N+:33]2([CH2:38][C:39]3[C:52]4[C:47](=CC=C[CH:51]=4)[CH:46]=[C:45]4[C:40]=3C=CC=C4)[CH2:34][C@H:35]([CH:36]=[CH2:37])[C@@H:30](CC2)C1.[Br-].C(N=P1(N(CC)CC)N(C)CCCN1C)(C)(C)C. The catalyst is ClCCl. The product is [C:1]1([C:7](=[N:14][C@@H:15]([CH2:30][C:35]2[CH:34]=[N:33][C:38]([C:39]3[CH:40]=[CH:45][CH:46]=[CH:47][C:52]=3[CH3:51])=[CH:37][CH:36]=2)[C:16]([O:18][C:19]([CH3:22])([CH3:21])[CH3:20])=[O:17])[C:8]2[CH:9]=[CH:10][CH:11]=[CH:12][CH:13]=2)[CH:2]=[CH:3][CH:4]=[CH:5][CH:6]=1. The yield is 1.00.